From a dataset of Catalyst prediction with 721,799 reactions and 888 catalyst types from USPTO. Predict which catalyst facilitates the given reaction. (1) Reactant: [CH3:1][O:2][C:3]1[CH:8]=[CH:7][C:6]([C:9]2[CH:13]=[C:12]([NH2:14])[O:11][N:10]=2)=[CH:5][CH:4]=1.[F:15][C:16]([F:27])([F:26])[C:17]1[CH:25]=[CH:24][CH:23]=[CH:22][C:18]=1[C:19](Cl)=[O:20].N1C=CC=CC=1. Product: [CH3:1][O:2][C:3]1[CH:4]=[CH:5][C:6]([C:9]2[CH:13]=[C:12]([NH:14][C:19](=[O:20])[C:18]3[CH:22]=[CH:23][CH:24]=[CH:25][C:17]=3[C:16]([F:15])([F:26])[F:27])[O:11][N:10]=2)=[CH:7][CH:8]=1. The catalyst class is: 10. (2) Reactant: [H-].[Na+].[NH:3]1[C:11]2[CH:10]=[CH:9][CH:8]=[C:7]([C:12]([O:14][CH3:15])=[O:13])[C:6]=2[CH:5]=[CH:4]1.Br[CH2:17][CH2:18][O:19][CH:20]1[CH2:25][CH2:24][CH2:23][CH2:22][O:21]1. Product: [CH3:15][O:14][C:12]([C:7]1[C:6]2[CH:5]=[CH:4][N:3]([CH2:17][CH2:18][O:19][CH:20]3[CH2:25][CH2:24][CH2:23][CH2:22][O:21]3)[C:11]=2[CH:10]=[CH:9][CH:8]=1)=[O:13]. The catalyst class is: 3. (3) Reactant: [Li]CCCC.[F:6][C:7]1[CH:8]=[C:9]([NH:13][C:14](=[O:19])[C:15]([CH3:18])([CH3:17])[CH3:16])[CH:10]=[N:11][CH:12]=1.CN(CCN(C)C)C.[I:28]I. Product: [F:6][C:7]1[C:8]([I:28])=[C:9]([NH:13][C:14](=[O:19])[C:15]([CH3:16])([CH3:18])[CH3:17])[CH:10]=[N:11][CH:12]=1. The catalyst class is: 1. (4) Reactant: FC(F)(F)S(O[C:7]1[C:12]([Cl:13])=[C:11]([CH2:14][O:15][CH3:16])[N:10]=[C:9]([S:17][CH3:18])[N:8]=1)(=O)=O.[CH3:21]B1OB(C)OB(C)O1.C([O-])([O-])=O.[Cs+].[Cs+]. Product: [Cl:13][C:12]1[C:11]([CH2:14][O:15][CH3:16])=[N:10][C:9]([S:17][CH3:18])=[N:8][C:7]=1[CH3:21]. The catalyst class is: 73. (5) Reactant: CCCC[N+](CCCC)(CCCC)CCCC.[F-].[O:19]=[C:20]1[N:26]2[CH2:27][C@H:28]([C:31]([O:33][N:34]=[C:35]([C:37]3[NH:38][CH:39]=[C:40]([CH3:42])[CH:41]=3)[NH2:36])=O)[CH2:29][CH2:30][C@H:25]2[CH2:24][CH2:23][C:22]2[CH:43]=[CH:44][CH:45]=[CH:46][C:21]1=2. Product: [CH3:42][C:40]1[CH:41]=[C:37]([C:35]2[N:36]=[C:31]([C@H:28]3[CH2:27][N:26]4[C:20](=[O:19])[C:21]5[CH:46]=[CH:45][CH:44]=[CH:43][C:22]=5[CH2:23][CH2:24][C@@H:25]4[CH2:30][CH2:29]3)[O:33][N:34]=2)[NH:38][CH:39]=1. The catalyst class is: 1. (6) Reactant: [O:1]1[CH:5]=[CH:4][CH:3]=[C:2]1[CH2:6][NH:7][C:8](=[O:24])[C:9]1[CH:14]=[C:13]([NH2:15])[CH:12]=[CH:11][C:10]=1[O:16][C:17]1[CH:18]=[C:19]([Cl:23])[CH:20]=[N:21][CH:22]=1.N1C=CC=CC=1.[Cl:31][C:32]1[CH:37]=[C:36]([Cl:38])[C:35]([CH3:39])=[CH:34][C:33]=1[S:40](Cl)(=[O:42])=[O:41].Cl. Product: [O:1]1[CH:5]=[CH:4][CH:3]=[C:2]1[CH2:6][NH:7][C:8](=[O:24])[C:9]1[CH:14]=[C:13]([NH:15][S:40]([C:33]2[CH:34]=[C:35]([CH3:39])[C:36]([Cl:38])=[CH:37][C:32]=2[Cl:31])(=[O:42])=[O:41])[CH:12]=[CH:11][C:10]=1[O:16][C:17]1[CH:18]=[C:19]([Cl:23])[CH:20]=[N:21][CH:22]=1. The catalyst class is: 76. (7) Reactant: [Li+].CC([N-]C(C)C)C.[Br:9][C:10]1[CH:15]=[CH:14][C:13]([CH2:16][C:17]#[N:18])=[CH:12][C:11]=1[Cl:19].[CH:20](=[O:27])[C:21]1[CH:26]=[CH:25][CH:24]=[CH:23][CH:22]=1. Product: [Br:9][C:10]1[CH:15]=[CH:14][C:13]([CH:16]([CH:20]([OH:27])[C:21]2[CH:26]=[CH:25][CH:24]=[CH:23][CH:22]=2)[C:17]#[N:18])=[CH:12][C:11]=1[Cl:19]. The catalyst class is: 1.